From a dataset of Forward reaction prediction with 1.9M reactions from USPTO patents (1976-2016). Predict the product of the given reaction. (1) Given the reactants [CH3:1][C:2]1[N:10]=[CH:9][N:8]=[C:7]2[C:3]=1[N:4]=[CH:5][N:6]2[C@@H:11]1[O:17][C@H:16]([CH2:18]O)[C@@H:14]([OH:15])[C@H:12]1[OH:13].C1(P(C2C=CC=CC=2)C2C=CC=CC=2)C=CC=CC=1.N1C=CN=C1.CC1N=CN=C2C=1NC=N2.[I:54]I, predict the reaction product. The product is: [CH3:1][C:2]1[N:10]=[CH:9][N:8]=[C:7]2[C:3]=1[N:4]=[CH:5][N:6]2[C@@H:11]1[O:17][C@H:16]([CH2:18][I:54])[C@@H:14]([OH:15])[C@H:12]1[OH:13]. (2) Given the reactants [OH-].[Na+].C[O:4][C:5](=[O:42])[CH2:6][C:7]1[CH:8]=[N:9][CH:10]=[C:11]([C:13]2[CH:18]=[CH:17][C:16]([C:19]([CH2:39][CH3:40])([C:22]3[CH:27]=[CH:26][C:25](/[CH:28]=[CH:29]/[C:30]4([OH:37])[CH2:36][CH2:35][CH2:34][CH2:33][CH2:32][CH2:31]4)=[C:24]([CH3:38])[CH:23]=3)[CH2:20][CH3:21])=[CH:15][C:14]=2[CH3:41])[CH:12]=1.C(=O)(O)[O-].[Na+], predict the reaction product. The product is: [CH2:20]([C:19]([C:16]1[CH:17]=[CH:18][C:13]([C:11]2[CH:12]=[C:7]([CH2:6][C:5]([OH:42])=[O:4])[CH:8]=[N:9][CH:10]=2)=[C:14]([CH3:41])[CH:15]=1)([C:22]1[CH:27]=[CH:26][C:25](/[CH:28]=[CH:29]/[C:30]2([OH:37])[CH2:36][CH2:35][CH2:34][CH2:33][CH2:32][CH2:31]2)=[C:24]([CH3:38])[CH:23]=1)[CH2:39][CH3:40])[CH3:21]. (3) Given the reactants Br[C:2]1[CH:7]=[CH:6][CH:5]=[CH:4][C:3]=1[CH3:8].[CH3:9][C:10]1[CH:15]=[CH:14][CH:13]=[CH:12][C:11]=1B(O)O.[F-].[K+], predict the reaction product. The product is: [CH3:9][C:10]1[CH:15]=[CH:14][CH:13]=[CH:12][C:11]=1[C:2]1[CH:7]=[CH:6][CH:5]=[CH:4][C:3]=1[CH3:8]. (4) Given the reactants [C:1]([NH:9][NH:10][C:11]1[C:23]([Cl:24])=[CH:22][C:14]([C:15]([O:17][C:18]([CH3:21])([CH3:20])[CH3:19])=[O:16])=[CH:13][N:12]=1)(=O)[C:2]1[CH:7]=[CH:6][CH:5]=[CH:4][CH:3]=1.COC1C=CC(P2(SP(C3C=CC(OC)=CC=3)(=S)S2)=S)=CC=1, predict the reaction product. The product is: [Cl:24][C:23]1[C:11]2[N:12]([C:1]([C:2]3[CH:7]=[CH:6][CH:5]=[CH:4][CH:3]=3)=[N:9][N:10]=2)[CH:13]=[C:14]([C:15]([O:17][C:18]([CH3:21])([CH3:20])[CH3:19])=[O:16])[CH:22]=1.